This data is from Catalyst prediction with 721,799 reactions and 888 catalyst types from USPTO. The task is: Predict which catalyst facilitates the given reaction. (1) Reactant: C([O:4][CH2:5][C:6]1[C:7]([CH3:33])=[C:8]([C:14]2([C:30]([NH2:32])=[O:31])[CH:18]([S:19](=[O:29])(=[O:28])[NH:20][C:21]3[O:25][N:24]=[C:23]([CH3:26])[C:22]=3[Cl:27])[CH:17]=[CH:16][S:15]2)[C:9]([CH3:13])=[CH:10][C:11]=1[CH3:12])(=O)C.C[O-].[Na+]. Product: [OH:4][CH2:5][C:6]1[C:7]([CH3:33])=[C:8]([C:14]2([C:30]([NH2:32])=[O:31])[CH:18]([S:19](=[O:28])(=[O:29])[NH:20][C:21]3[O:25][N:24]=[C:23]([CH3:26])[C:22]=3[Cl:27])[CH:17]=[CH:16][S:15]2)[C:9]([CH3:13])=[CH:10][C:11]=1[CH3:12]. The catalyst class is: 5. (2) Reactant: [CH2:1]([C:13]1[O:14][CH:15]=[CH:16][CH:17]=1)[CH2:2][CH2:3][CH2:4][CH2:5][CH2:6][CH2:7][CH2:8][CH2:9][CH2:10][CH2:11][CH3:12].C([O-])(O)=[O:19].[Na+].C1C(=O)N(Br)C(=O)C1.N1C=CC=CC=1. Product: [O:19]=[C:13]([CH2:1][CH2:2][CH2:3][CH2:4][CH2:5][CH2:6][CH2:7][CH2:8][CH2:9][CH2:10][CH2:11][CH3:12])/[CH:17]=[CH:16]/[CH:15]=[O:14]. The catalyst class is: 95.